From a dataset of Reaction yield outcomes from USPTO patents with 853,638 reactions. Predict the reaction yield, written as a fraction of the theoretical maximum amount of product (1.0 means a 100% yield; for example, 0.34 means a 34% yield). (1) The reactants are [NH2:1][C:2]1[CH:3]=[C:4]([CH:7]=[CH:8][C:9]=1[CH3:10])[C:5]#[N:6].Br.Br[CH:13]([C:15]1[CH:16]=[C:17]([C:32]([N:34]([CH3:36])[CH3:35])=[O:33])[CH:18]=[C:19]2[C:24]=1[O:23][C:22]([N:25]1[CH2:30][CH2:29][O:28][CH2:27][CH2:26]1)=[CH:21][C:20]2=[O:31])[CH3:14]. No catalyst specified. The product is [C:5]([C:4]1[CH:7]=[CH:8][C:9]([CH3:10])=[C:2]([NH:1][CH:13]([C:15]2[CH:16]=[C:17]([C:32]([N:34]([CH3:36])[CH3:35])=[O:33])[CH:18]=[C:19]3[C:24]=2[O:23][C:22]([N:25]2[CH2:30][CH2:29][O:28][CH2:27][CH2:26]2)=[CH:21][C:20]3=[O:31])[CH3:14])[CH:3]=1)#[N:6]. The yield is 0.530. (2) The reactants are C[N:2]1[CH:7]=[C:6]([N+]([O-])=O)[CH:5]=[C:4]([N+:11]([O-:13])=[O:12])[C:3]1=O.[CH3:15][CH:16](C)[C:17](=O)C.N. The catalyst is CO. The product is [CH:16]([C:7]1[CH:6]=[CH:5][C:4]([N+:11]([O-:13])=[O:12])=[CH:3][N:2]=1)([CH3:17])[CH3:15]. The yield is 0.280. (3) The reactants are C[C:2]([CH3:5])([O-])C.[K+].C1(C)C=CC(S(C[N+:17]#[C-])(=O)=O)=CC=1.[C:20]([O:24][CH3:25])(=[O:23])[CH:21]=[CH2:22].O. The catalyst is O1CCCC1. The product is [NH:17]1[CH:2]=[CH:5][C:21]([C:20]([O:24][CH3:25])=[O:23])=[CH:22]1. The yield is 0.410. (4) The reactants are [Br:1][CH2:2][C:3]([O:5][C:6]([CH3:9])([CH3:8])[CH3:7])=[O:4].[C:10]([O:14][C:15]([NH:17][CH:18]([C:30]1[CH:35]=[CH:34][CH:33]=[CH:32][CH:31]=1)[C:19]([O:21][C@@H:22]1[CH:27]2[CH2:28][CH2:29][N:24]([CH2:25][CH2:26]2)[CH2:23]1)=[O:20])=[O:16])([CH3:13])([CH3:12])[CH3:11]. The catalyst is C(#N)C. The product is [Br-:1].[C:6]([O:5][C:3](=[O:4])[CH2:2][N+:24]12[CH2:25][CH2:26][CH:27]([CH2:28][CH2:29]1)[C@@H:22]([O:21][C:19](=[O:20])[CH:18]([NH:17][C:15]([O:14][C:10]([CH3:12])([CH3:11])[CH3:13])=[O:16])[C:30]1[CH:35]=[CH:34][CH:33]=[CH:32][CH:31]=1)[CH2:23]2)([CH3:9])([CH3:8])[CH3:7]. The yield is 0.870. (5) The reactants are C[O:2][C:3]([C:5]1[C:9]([NH:10][C:11](=[O:34])[C:12]2[CH:17]=[CH:16][CH:15]=[C:14]([CH2:18][N:19]3[C:24](=[O:25])[CH:23]=[CH:22][C:21]([C:26]4[CH:27]=[N:28][CH:29]=[C:30]([CH2:32][NH2:33])[CH:31]=4)=[N:20]3)[CH:13]=2)=[CH:8][N:7]([CH3:35])[N:6]=1)=[O:4].O.[OH-].[Li+:38]. The catalyst is C1COCC1.O. The product is [Li+:38].[NH2:33][CH2:32][C:30]1[CH:31]=[C:26]([C:21]2[CH:22]=[CH:23][C:24](=[O:25])[N:19]([CH2:18][C:14]3[CH:13]=[C:12]([CH:17]=[CH:16][CH:15]=3)[C:11]([NH:10][C:9]3[C:5]([C:3]([O-:4])=[O:2])=[N:6][N:7]([CH3:35])[CH:8]=3)=[O:34])[N:20]=2)[CH:27]=[N:28][CH:29]=1. The yield is 1.07. (6) The reactants are [Cl:1][C:2]1[CH:11]=[C:10]([O:12][CH3:13])[C:9]([N:14]2[C:18]([CH3:19])=[CH:17][CH:16]=[N:15]2)=[CH:8][C:3]=1[C:4](OC)=[O:5].[NH3:20]. No catalyst specified. The product is [Cl:1][C:2]1[CH:11]=[C:10]([O:12][CH3:13])[C:9]([N:14]2[C:18]([CH3:19])=[CH:17][CH:16]=[N:15]2)=[CH:8][C:3]=1[C:4]([NH2:20])=[O:5]. The yield is 0.830.